From a dataset of Forward reaction prediction with 1.9M reactions from USPTO patents (1976-2016). Predict the product of the given reaction. (1) Given the reactants [CH3:1][O:2][C:3]1[CH:4]=[C:5]([CH:8]=[CH:9][C:10]=1[O:11][CH3:12])[CH:6]=O.[OH:13][C:14]1[CH:19]=[CH:18][C:17]([CH2:20][C:21]([OH:23])=[O:22])=[CH:16][CH:15]=1.C(OC(=O)C)(=O)C.C(N(CC)CC)C.Cl, predict the reaction product. The product is: [CH3:1][O:2][C:3]1[CH:4]=[C:5]([CH:6]=[C:20]([C:17]2[CH:18]=[CH:19][C:14]([OH:13])=[CH:15][CH:16]=2)[C:21]([OH:23])=[O:22])[CH:8]=[CH:9][C:10]=1[O:11][CH3:12]. (2) The product is: [CH:1]1([CH2:4][CH:5]([C:9]2[CH:14]=[CH:13][C:12]([C:15]3[CH:16]=[CH:17][C:18]([C:21]([F:22])([F:23])[F:24])=[CH:19][CH:20]=3)=[CH:11][CH:10]=2)[NH2:6])[CH2:3][CH2:2]1. Given the reactants [CH:1]1(/[CH:4]=[C:5](/[C:9]2[CH:14]=[CH:13][C:12]([C:15]3[CH:20]=[CH:19][C:18]([C:21]([F:24])([F:23])[F:22])=[CH:17][CH:16]=3)=[CH:11][CH:10]=2)\[N+:6]([O-])=O)[CH2:3][CH2:2]1, predict the reaction product. (3) The product is: [CH:1]1([N:5]2[CH2:11][CH2:10][C:9]3[CH:12]=[CH:13][C:14]([O:16][C:17]4[N:18]=[CH:19][C:20]([N:24]5[CH2:28][CH2:27][NH:26][C:25]5=[O:29])=[CH:21][CH:22]=4)=[CH:15][C:8]=3[CH2:7][CH2:6]2)[CH2:4][CH2:3][CH2:2]1. Given the reactants [CH:1]1([N:5]2[CH2:11][CH2:10][C:9]3[CH:12]=[CH:13][C:14]([O:16][C:17]4[CH:22]=[CH:21][C:20](I)=[CH:19][N:18]=4)=[CH:15][C:8]=3[CH2:7][CH2:6]2)[CH2:4][CH2:3][CH2:2]1.[NH:24]1[CH2:28][CH2:27][NH:26][C:25]1=[O:29], predict the reaction product. (4) Given the reactants Br[C:2]1[C:10]2[C:5](=[CH:6][CH:7]=[C:8]([C:11]#[N:12])[CH:9]=2)[N:4]([C:13]([F:16])([F:15])[F:14])[CH:3]=1.N, predict the reaction product. The product is: [F:15][C:13]([F:14])([F:16])[N:4]1[C:5]2[C:10](=[CH:9][C:8]([C:11]#[N:12])=[CH:7][CH:6]=2)[CH:2]=[CH:3]1. (5) Given the reactants [O:1]1[C:5]2[CH:6]=[CH:7][CH:8]=[CH:9][C:4]=2[C:3]([NH:10][C:11]([N:13]2[CH2:18][CH2:17][N:16]([C:19]3[S:23][N:22]=[C:21]([N:24]4[CH2:29][CH2:28][CH:27]([C:30]([NH:32][CH2:33][CH2:34][NH:35]C(=O)OC(C)(C)C)=[O:31])[CH2:26][CH2:25]4)[N:20]=3)[CH2:15][CH2:14]2)=[O:12])=[N:2]1.[ClH:43], predict the reaction product. The product is: [ClH:43].[ClH:43].[NH2:35][CH2:34][CH2:33][NH:32][C:30]([CH:27]1[CH2:26][CH2:25][N:24]([C:21]2[N:20]=[C:19]([N:16]3[CH2:17][CH2:18][N:13]([C:11]([NH:10][C:3]4[C:4]5[CH:9]=[CH:8][CH:7]=[CH:6][C:5]=5[O:1][N:2]=4)=[O:12])[CH2:14][CH2:15]3)[S:23][N:22]=2)[CH2:29][CH2:28]1)=[O:31]. (6) Given the reactants [CH2:1]([O:3][C:4]([C:6]1[C:7](Cl)=[N:8][C:9]2[C:14]([C:15]=1[Cl:16])=[CH:13][C:12]([Br:17])=[CH:11][CH:10]=2)=[O:5])[CH3:2].[CH2:19]([NH2:26])[C:20]1[CH:25]=[CH:24][CH:23]=[CH:22][CH:21]=1.C(=O)([O-])[O-].[Na+].[Na+], predict the reaction product. The product is: [CH2:1]([O:3][C:4]([C:6]1[C:7]([NH:26][CH2:19][C:20]2[CH:25]=[CH:24][CH:23]=[CH:22][CH:21]=2)=[N:8][C:9]2[C:14]([C:15]=1[Cl:16])=[CH:13][C:12]([Br:17])=[CH:11][CH:10]=2)=[O:5])[CH3:2]. (7) The product is: [CH2:15]([C@@H:17]1[N:18]([C:45]2[C:3]3[CH2:4][CH2:5][CH2:6][O:1][C:2]=3[N:50]=[C:48]([C:37]3[CH:38]=[CH:39][C:40]([NH2:43])=[N:41][CH:42]=3)[N:47]=2)[CH2:19][CH2:20][O:21][CH2:22]1)[CH3:16]. Given the reactants [O:1]1[CH2:6][CH2:5][CH2:4][CH2:3][C:2]1=O.O1CCCC(=O)C1.[CH2:15]([C@H:17]1[CH2:22][O:21][CH2:20][CH2:19][NH:18]1)[CH3:16].N1CCOCC1.CC1(C)C(C)(C)OB([C:37]2[CH:38]=[CH:39][C:40]([NH2:43])=[N:41][CH:42]=2)O1.[CH2:45]([NH:47][C:48]([NH:50]C1C=CC(B2OC(C)(C)C(C)(C)O2)=CC=1)=O)C, predict the reaction product. (8) Given the reactants [NH2:1][C:2]1[CH:20]=[CH:19][C:5]([C:6]([NH:8][NH:9][C:10](=[O:18])[C:11]2[CH:16]=[CH:15][C:14]([Cl:17])=[CH:13][CH:12]=2)=O)=[CH:4][C:3]=1[N+:21]([O-:23])=[O:22].C1COCC1.CC[N+](S(N=C(OC)[O-])(=O)=O)(CC)CC, predict the reaction product. The product is: [Cl:17][C:14]1[CH:15]=[CH:16][C:11]([C:10]2[O:18][C:6]([C:5]3[CH:19]=[CH:20][C:2]([NH2:1])=[C:3]([N+:21]([O-:23])=[O:22])[CH:4]=3)=[N:8][N:9]=2)=[CH:12][CH:13]=1. (9) Given the reactants C(N([CH2:17][C:18](O)=O)CC(O)=O)CN(CC(O)=O)CC(O)=O.C([O-])(=O)CCCCCCC/C=C\CCCCCCCC.[K+].[Cl-].[K+].C=O.[C:46]1([S:56](O)(=O)=O)[C:55]2[C:50](=[CH:51][CH:52]=[CH:53][CH:54]=2)[CH:49]=[CH:48][CH:47]=1.[Na], predict the reaction product. The product is: [CH2:46]([SH:56])[CH2:47][CH2:48][CH2:49][CH2:50][CH2:51][CH2:52][CH2:53][CH2:54][CH2:55][CH2:17][CH3:18].